From a dataset of Reaction yield outcomes from USPTO patents with 853,638 reactions. Predict the reaction yield, written as a fraction of the theoretical maximum amount of product (1.0 means a 100% yield; for example, 0.34 means a 34% yield). (1) The reactants are [NH2:1][C:2]1[C:7](Br)=[N:6][C:5]([Br:9])=[CH:4][N:3]=1.[NH:10]1[CH2:15][CH2:14][CH:13]([OH:16])[CH2:12][CH2:11]1. No catalyst specified. The product is [NH2:1][C:2]1[C:7]([N:10]2[CH2:15][CH2:14][CH:13]([OH:16])[CH2:12][CH2:11]2)=[N:6][C:5]([Br:9])=[CH:4][N:3]=1. The yield is 0.790. (2) The reactants are [C:1]1([C@@H:7]2[C@@H:11]([C:12]3[CH:17]=[CH:16][CH:15]=[CH:14][CH:13]=3)[O:10][C:9]3([CH2:22][CH2:21][CH2:20][C@H:19]([CH2:23][NH:24][C:25]4[CH:26]=[C:27]([CH:30]=[CH:31][C:32]=4[N+:33]([O-])=O)[C:28]#[N:29])[CH2:18]3)[O:8]2)[CH:6]=[CH:5][CH:4]=[CH:3][CH:2]=1.CO.[CH:38](OC)(OC)OC. The catalyst is [Fe].C(O)=O.CCOC(C)=O. The product is [C:1]1([C@@H:7]2[C@@H:11]([C:12]3[CH:17]=[CH:16][CH:15]=[CH:14][CH:13]=3)[O:10][C:9]3([CH2:22][CH2:21][CH2:20][C@H:19]([CH2:23][N:24]4[C:25]5[CH:26]=[C:27]([C:28]#[N:29])[CH:30]=[CH:31][C:32]=5[N:33]=[CH:38]4)[CH2:18]3)[O:8]2)[CH:6]=[CH:5][CH:4]=[CH:3][CH:2]=1. The yield is 1.00. (3) The reactants are CCC(C)[BH-](C(C)CC)C(C)CC.[Li+].Br[CH2:16][C:17]1[N:21]([C:22]2[C:27]([Cl:28])=[CH:26][C:25]([C:29]([F:32])([F:31])[F:30])=[CH:24][C:23]=2[Cl:33])[N:20]=[C:19]([C:34]#[N:35])[C:18]=1[S:36][C:37]([F:40])([F:39])[F:38].OO.O. The catalyst is C1COCC1.C(OCC)(=O)C. The product is [C:34]([C:19]1[C:18]([S:36][C:37]([F:38])([F:40])[F:39])=[C:17]([CH3:16])[N:21]([C:22]2[C:27]([Cl:28])=[CH:26][C:25]([C:29]([F:31])([F:32])[F:30])=[CH:24][C:23]=2[Cl:33])[N:20]=1)#[N:35]. The yield is 0.650. (4) The reactants are Cl.CC(C)([S@]([NH:7][CH:8]([C:10]1[CH:11]=[C:12]([C:27]([N:29]([CH3:31])[CH3:30])=[O:28])[CH:13]=[C:14]2[C:19]=1[O:18][C:17]([N:20]1[CH2:25][CH2:24][O:23][CH2:22][CH2:21]1)=[CH:16][C:15]2=[O:26])[CH3:9])=O)C. The catalyst is O1CCOCC1. The product is [NH2:7][CH:8]([C:10]1[CH:11]=[C:12]([C:27]([N:29]([CH3:30])[CH3:31])=[O:28])[CH:13]=[C:14]2[C:19]=1[O:18][C:17]([N:20]1[CH2:25][CH2:24][O:23][CH2:22][CH2:21]1)=[CH:16][C:15]2=[O:26])[CH3:9]. The yield is 0.890. (5) The reactants are C([O:9][C@H:10]1[C@@H:15]([O:16][CH2:17][C:18]2[CH:23]=[CH:22][CH:21]=[CH:20][CH:19]=2)[C@H:14]([O:24][CH2:25][C:26]2[CH:31]=[CH:30][CH:29]=[CH:28][CH:27]=2)[C@@H:13]([CH2:32][O:33][CH2:34][C:35]2[CH:40]=[CH:39][CH:38]=[CH:37][CH:36]=2)[O:12][C@@H:11]1[O:41][C@H:42]1[C@@H:60]([O:61][CH2:62][C:63]2[CH:68]=[CH:67][CH:66]=[CH:65][CH:64]=2)[C@H:59]([O:69][CH2:70][C:71]2[CH:76]=[CH:75][CH:74]=[CH:73][CH:72]=2)[C@@H:58]([CH2:77][O:78][CH2:79][C:80]2[CH:85]=[CH:84][CH:83]=[CH:82][CH:81]=2)[O:57][C@@H:43]1[O:44][CH2:45][CH2:46][CH2:47][CH2:48][CH2:49][CH2:50][CH2:51][CH2:52][C:53]([O:55][CH3:56])=[O:54])(=O)C1C=CC=CC=1.[Na]. The catalyst is C1(C)C=CC=CC=1.CO. The product is [CH2:17]([O:16][C@H:15]1[C@H:14]([O:24][CH2:25][C:26]2[CH:31]=[CH:30][CH:29]=[CH:28][CH:27]=2)[C@@H:13]([CH2:32][O:33][CH2:34][C:35]2[CH:40]=[CH:39][CH:38]=[CH:37][CH:36]=2)[O:12][C@H:11]([O:41][C@H:42]2[C@@H:60]([O:61][CH2:62][C:63]3[CH:68]=[CH:67][CH:66]=[CH:65][CH:64]=3)[C@H:59]([O:69][CH2:70][C:71]3[CH:72]=[CH:73][CH:74]=[CH:75][CH:76]=3)[C@@H:58]([CH2:77][O:78][CH2:79][C:80]3[CH:81]=[CH:82][CH:83]=[CH:84][CH:85]=3)[O:57][C@@H:43]2[O:44][CH2:45][CH2:46][CH2:47][CH2:48][CH2:49][CH2:50][CH2:51][CH2:52][C:53]([O:55][CH3:56])=[O:54])[C@H:10]1[OH:9])[C:18]1[CH:19]=[CH:20][CH:21]=[CH:22][CH:23]=1. The yield is 0.900.